Task: Predict which catalyst facilitates the given reaction.. Dataset: Catalyst prediction with 721,799 reactions and 888 catalyst types from USPTO Reactant: C[O:2][C:3]([C@:5]1([CH3:25])[C@H:9]([OH:10])[CH2:8][CH2:7][N:6]1[S:11](=[O:24])(=[O:23])[NH:12][C:13]1[CH:18]=[CH:17][C:16]([C:19]#[N:20])=[C:15]([Cl:21])[C:14]=1[CH3:22])=[O:4].Cl. The catalyst class is: 74. Product: [Cl:21][C:15]1[C:14]([CH3:22])=[C:13]([NH:12][S:11]([N:6]2[CH2:7][CH2:8][C@@H:9]([OH:10])[C@@:5]2([CH3:25])[C:3]([OH:4])=[O:2])(=[O:23])=[O:24])[CH:18]=[CH:17][C:16]=1[C:19]#[N:20].